From a dataset of Full USPTO retrosynthesis dataset with 1.9M reactions from patents (1976-2016). Predict the reactants needed to synthesize the given product. (1) Given the product [CH2:1]([O:8][C:9]([N:11]1[CH2:15][CH:14]([C:16](=[O:24])[NH:17][C:18]2[CH:19]=[CH:20][CH:21]=[CH:22][CH:23]=2)[CH:13]2[N:25]([C:28](=[O:44])[CH:29]([NH2:36])[CH:30]3[CH2:35][CH2:34][CH2:33][CH2:32][CH2:31]3)[CH2:26][CH2:27][CH:12]12)=[O:10])[C:2]1[CH:7]=[CH:6][CH:5]=[CH:4][CH:3]=1, predict the reactants needed to synthesize it. The reactants are: [CH2:1]([O:8][C:9]([N:11]1[CH2:15][CH:14]([C:16](=[O:24])[NH:17][C:18]2[CH:23]=[CH:22][CH:21]=[CH:20][CH:19]=2)[CH:13]2[N:25]([C:28](=[O:44])[CH:29]([NH:36]C(OC(C)(C)C)=O)[CH:30]3[CH2:35][CH2:34][CH2:33][CH2:32][CH2:31]3)[CH2:26][CH2:27][CH:12]12)=[O:10])[C:2]1[CH:7]=[CH:6][CH:5]=[CH:4][CH:3]=1.C(O)(C(F)(F)F)=O. (2) Given the product [NH:1]1[C:9]2[C:4](=[CH:5][CH:6]=[C:7]([CH:10]([C:16]3[CH:17]=[CH:18][C:19]([O:22][CH3:23])=[CH:20][CH:21]=3)[CH2:11][CH2:12][NH:14][CH3:15])[CH:8]=2)[CH:3]=[CH:2]1, predict the reactants needed to synthesize it. The reactants are: [NH:1]1[C:9]2[C:4](=[CH:5][CH:6]=[C:7]([CH:10]([C:16]3[CH:21]=[CH:20][C:19]([O:22][CH3:23])=[CH:18][CH:17]=3)[CH2:11][C:12]([NH:14][CH3:15])=O)[CH:8]=2)[CH:3]=[CH:2]1.N1C2C(=CC=CC=2C(C2C=CC=CC=2)CCNC)C=C1. (3) Given the product [C:1]1([S:7]([N:10]2[C:18]3[C:13](=[C:14]([O:19][CH2:20][CH2:21][NH2:22])[CH:15]=[CH:16][CH:17]=3)[CH:12]=[CH:11]2)(=[O:9])=[O:8])[CH:2]=[CH:3][CH:4]=[CH:5][CH:6]=1, predict the reactants needed to synthesize it. The reactants are: [C:1]1([S:7]([N:10]2[C:18]3[C:13](=[C:14]([O:19][CH2:20][CH2:21][N:22]=[N+]=[N-])[CH:15]=[CH:16][CH:17]=3)[CH:12]=[CH:11]2)(=[O:9])=[O:8])[CH:6]=[CH:5][CH:4]=[CH:3][CH:2]=1.C1(P(C2C=CC=CC=2)C2C=CC=CC=2)C=CC=CC=1. (4) Given the product [F:9][C:10]1[CH:17]=[CH:16][C:13]([CH:14]2[C:24]([C:25]#[N:26])=[C:23]([CH3:27])[NH:22][C:4]3[CH2:5][CH2:6][O:1][C:2](=[O:8])[C:3]2=3)=[CH:12][C:11]=1[C:18]([F:21])([F:20])[F:19], predict the reactants needed to synthesize it. The reactants are: [O:1]1[CH2:6][CH2:5][C:4](=O)[CH2:3][C:2]1=[O:8].[F:9][C:10]1[CH:17]=[CH:16][C:13]([CH:14]=O)=[CH:12][C:11]=1[C:18]([F:21])([F:20])[F:19].[NH2:22]/[C:23](/[CH3:27])=[CH:24]\[C:25]#[N:26].